This data is from Full USPTO retrosynthesis dataset with 1.9M reactions from patents (1976-2016). The task is: Predict the reactants needed to synthesize the given product. (1) The reactants are: [NH2:1][C:2]1[CH:28]=[CH:27][C:5]([O:6][C:7]2[N:12]=[CH:11][N:10]=[C:9]([NH2:13])[C:8]=2[C:14]2[CH:19]=[CH:18][C:17]([O:20][C:21]3[CH:26]=[CH:25][CH:24]=[CH:23][CH:22]=3)=[CH:16][CH:15]=2)=[CH:4][CH:3]=1.[CH3:29][N:30]([CH3:37])[CH2:31]/[CH:32]=[CH:33]/[C:34](O)=[O:35]. Given the product [NH2:13][C:9]1[N:10]=[CH:11][N:12]=[C:7]([O:6][C:5]2[CH:27]=[CH:28][C:2]([NH:1][C:34](=[O:35])/[CH:33]=[CH:32]/[CH2:31][N:30]([CH3:37])[CH3:29])=[CH:3][CH:4]=2)[C:8]=1[C:14]1[CH:19]=[CH:18][C:17]([O:20][C:21]2[CH:26]=[CH:25][CH:24]=[CH:23][CH:22]=2)=[CH:16][CH:15]=1, predict the reactants needed to synthesize it. (2) Given the product [NH2:36][C:33]1[CH:32]=[CH:31][C:30]([CH2:29][S:26]([NH:25][C:24](=[O:43])[C@H:23]([CH3:44])[C@H:22]([C@@H:18]2[CH2:19][CH2:20][CH2:21][N:17]2[C:15](=[O:16])[CH2:14][C@@H:13]([O:47][CH3:48])[C@@H:12]([N:10]([CH3:11])[C:8](=[O:9])[C@@H:7]([NH:6][C:4](=[O:5])[C@@H:3]([N:2]([CH3:1])[CH3:59])[CH:56]([CH3:57])[CH3:58])[CH:53]([CH3:54])[CH3:55])[C@@H:49]([CH3:52])[CH2:50][CH3:51])[O:45][CH3:46])(=[O:28])=[O:27])=[CH:35][CH:34]=1, predict the reactants needed to synthesize it. The reactants are: [CH3:1][N:2]([CH3:59])[C@@H:3]([CH:56]([CH3:58])[CH3:57])[C:4]([NH:6][C@@H:7]([CH:53]([CH3:55])[CH3:54])[C:8]([N:10]([C@@H:12]([C@@H:49]([CH3:52])[CH2:50][CH3:51])[C@H:13]([O:47][CH3:48])[CH2:14][C:15]([N:17]1[CH2:21][CH2:20][CH2:19][C@H:18]1[C@H:22]([O:45][CH3:46])[C@@H:23]([CH3:44])[C:24](=[O:43])[NH:25][S:26]([CH2:29][C:30]1[CH:35]=[CH:34][C:33]([NH:36]C(=O)C(F)(F)F)=[CH:32][CH:31]=1)(=[O:28])=[O:27])=[O:16])[CH3:11])=[O:9])=[O:5].NC1C=CC(CS([O-])(=O)=O)=CC=1. (3) Given the product [Cl:1][C:2]1[N:7]=[C:6]([N:21]2[CH2:20][C:19]3[C:23](=[CH:24][CH:25]=[C:17]([O:16][CH3:15])[CH:18]=3)[CH2:22]2)[CH:5]=[CH:4][N:3]=1, predict the reactants needed to synthesize it. The reactants are: [Cl:1][C:2]1[N:7]=[C:6](Cl)[CH:5]=[CH:4][N:3]=1.C([O-])([O-])=O.[Na+].[Na+].[CH3:15][O:16][C:17]1[CH:18]=[C:19]2[C:23](=[CH:24][CH:25]=1)[CH2:22][NH:21][CH2:20]2. (4) Given the product [CH3:1][C:2]1[C:6]([C:7]2[C:16]3[O:15][CH2:14][C@H:13]([C:17]4[CH:22]=[CH:21][CH:20]=[CH:19][N:18]=4)[N:12]4[C:23]([CH:25]([OH:26])[CH3:28])=[N:24][C:10]([C:11]=34)=[CH:9][CH:8]=2)=[C:5]([CH3:27])[O:4][N:3]=1, predict the reactants needed to synthesize it. The reactants are: [CH3:1][C:2]1[C:6]([C:7]2[C:16]3[O:15][CH2:14][C@H:13]([C:17]4[CH:22]=[CH:21][CH:20]=[CH:19][N:18]=4)[N:12]4[C:23]([CH:25]=[O:26])=[N:24][C:10]([C:11]=34)=[CH:9][CH:8]=2)=[C:5]([CH3:27])[O:4][N:3]=1.[CH3:28][Mg]Cl.